This data is from Catalyst prediction with 721,799 reactions and 888 catalyst types from USPTO. The task is: Predict which catalyst facilitates the given reaction. (1) Reactant: [Cl:1][C:2]1[CH:7]=[CH:6][C:5]([OH:8])=[C:4]([CH3:9])[CH:3]=1.[N+:10]([O-])([OH:12])=[O:11].O. Product: [Cl:1][C:2]1[CH:7]=[C:6]([N+:10]([O-:12])=[O:11])[C:5]([OH:8])=[C:4]([CH3:9])[CH:3]=1. The catalyst class is: 15. (2) Reactant: [CH:1]12[NH:8][CH:5]([CH2:6][CH2:7]1)[CH2:4][CH2:3][CH2:2]2.N1C=CC=CC=1.[Cl:15][C:16](Cl)([O:18]C(=O)OC(Cl)(Cl)Cl)Cl. Product: [CH:5]12[N:8]([C:16]([Cl:15])=[O:18])[CH:1]([CH2:7][CH2:6]1)[CH2:2][CH2:3][CH2:4]2. The catalyst class is: 2. (3) Reactant: [Cl:1][C:2]1[C:7]2[NH:8][C:9](=[O:25])[N:10]([C:13]3[CH:18]=[CH:17][C:16]([O:19][CH2:20][C:21]([F:24])([F:23])[F:22])=[CH:15][CH:14]=3)[C:11](=[O:12])[C:6]=2[CH:5]=[CH:4][N:3]=1.I[CH2:27][CH3:28].CN(C)C=O.C(=O)([O-])[O-].[K+].[K+]. Product: [Cl:1][C:2]1[C:7]2[N:8]=[C:9]([O:25][CH2:27][CH3:28])[N:10]([C:13]3[CH:14]=[CH:15][C:16]([O:19][CH2:20][C:21]([F:23])([F:22])[F:24])=[CH:17][CH:18]=3)[C:11](=[O:12])[C:6]=2[CH:5]=[CH:4][N:3]=1. The catalyst class is: 6. (4) Reactant: [N:1]1([C:6]2[NH:7][C:8]3[C:13]([N:14]=2)=[C:12]([NH2:15])[N:11]=[CH:10][N:9]=3)[CH:5]=[CH:4][CH:3]=[N:2]1.C(=O)([O-])[O-].[K+].[K+].[Cl:22][C:23]1[CH:30]=[CH:29][CH:28]=[CH:27][C:24]=1[CH2:25]Br. Product: [Cl:22][C:23]1[CH:30]=[CH:29][CH:28]=[CH:27][C:24]=1[CH2:25][N:15]([CH2:25][C:24]1[CH:27]=[CH:28][CH:29]=[CH:30][C:23]=1[Cl:22])[C:12]1[N:11]=[CH:10][N:9]=[C:8]2[C:13]=1[N:14]=[C:6]([N:1]1[CH:5]=[CH:4][CH:3]=[N:2]1)[N:7]2[CH2:25][C:24]1[CH:27]=[CH:28][CH:29]=[CH:30][C:23]=1[Cl:22]. The catalyst class is: 405.